This data is from Peptide-MHC class I binding affinity with 185,985 pairs from IEDB/IMGT. The task is: Regression. Given a peptide amino acid sequence and an MHC pseudo amino acid sequence, predict their binding affinity value. This is MHC class I binding data. The peptide sequence is HLCRYVALL. The binding affinity (normalized) is 0.510. The MHC is HLA-A02:01 with pseudo-sequence HLA-A02:01.